This data is from Reaction yield outcomes from USPTO patents with 853,638 reactions. The task is: Predict the reaction yield, written as a fraction of the theoretical maximum amount of product (1.0 means a 100% yield; for example, 0.34 means a 34% yield). The reactants are [CH2:1]1[O:6][C:4](=[O:5])[NH:3][C@@H:2]1[CH2:7][C:8]1[CH:13]=[CH:12][CH:11]=[CH:10][CH:9]=1.[Li]CCCC.[Br:19][CH2:20][C:21](Br)=[O:22].CCOC(C)=O.CCCCCC. The catalyst is C1COCC1.C(OCC)(=O)C. The product is [CH2:7]([C@@H:2]1[CH2:1][O:6][C:4](=[O:5])[N:3]1[C:21](=[O:22])[CH2:20][Br:19])[C:8]1[CH:9]=[CH:10][CH:11]=[CH:12][CH:13]=1. The yield is 0.796.